Dataset: Forward reaction prediction with 1.9M reactions from USPTO patents (1976-2016). Task: Predict the product of the given reaction. (1) Given the reactants C(OC(=O)[NH:7][CH:8]1[CH2:13][CH2:12][N:11]([CH2:14][CH2:15][N:16]2[C:25]3[C:20](=[CH:21][CH:22]=[C:23]([O:26][CH3:27])[CH:24]=3)[C:19](=[O:28])[N:18]([CH3:29])[C:17]2=[O:30])[CH2:10][CH2:9]1)(C)(C)C.FC(F)(F)C(O)=[O:35].NC1CCN(CCN2C3C=C(OC)C=CC=3COC2=O)CC1, predict the reaction product. The product is: [NH2:7][CH:8]1[CH2:13][CH2:12][N:11]([CH2:14][CH2:15][N:16]2[C:25]3[C:20](=[CH:21][CH:22]=[C:23]([O:26][CH3:27])[CH:24]=3)[C:19](=[O:28])[N:18]([CH3:29])[C:17]2=[O:30])[C:10](=[O:35])[CH2:9]1. (2) Given the reactants [C:1]1([CH3:20])[CH:6]=[CH:5][CH:4]=[C:3]([NH:7][CH2:8][CH2:9][C:10]2[CH:15]=[CH:14][C:13]([C:16]([F:19])([F:18])[F:17])=[CH:12][CH:11]=2)[CH:2]=1.C(OC([NH:28][CH:29]([C:33]1[CH:38]=[CH:37][CH:36]=[CH:35][CH:34]=1)[C:30](O)=[O:31])=O)(C)(C)C, predict the reaction product. The product is: [NH2:28][CH:29]([C:33]1[CH:38]=[CH:37][CH:36]=[CH:35][CH:34]=1)[C:30]([N:7]([C:3]1[CH:2]=[C:1]([CH3:20])[CH:6]=[CH:5][CH:4]=1)[CH2:8][CH2:9][C:10]1[CH:15]=[CH:14][C:13]([C:16]([F:17])([F:18])[F:19])=[CH:12][CH:11]=1)=[O:31]. (3) Given the reactants [CH2:1]([O:3][C:4]([C:6]1[CH:7]=[C:8]([C:15]([OH:17])=O)[N:9]2[CH2:14][CH2:13][O:12][CH2:11][C:10]=12)=[O:5])[CH3:2].ON1C2C=CC=CC=2N=N1.Cl.C(N=C=NCCCN(C)C)C.[F:40][C:41]1[CH:46]=[CH:45][C:44]([C@H:47]([NH2:49])[CH3:48])=[CH:43][CH:42]=1, predict the reaction product. The product is: [CH2:1]([O:3][C:4]([C:6]1[CH:7]=[C:8]([C:15](=[O:17])[NH:49][C@@H:47]([C:44]2[CH:45]=[CH:46][C:41]([F:40])=[CH:42][CH:43]=2)[CH3:48])[N:9]2[CH2:14][CH2:13][O:12][CH2:11][C:10]=12)=[O:5])[CH3:2]. (4) The product is: [Br:25][C:26]1[CH:31]=[CH:30][C:29]([S:32]([NH:14][C:13]2[CH:15]=[C:9]([N:4]3[CH2:3][C@H:2]([CH3:1])[NH:7][C@H:6]([CH3:8])[CH2:5]3)[CH:10]=[CH:11][C:12]=2[O:16][CH3:17])(=[O:34])=[O:33])=[C:28]([CH3:36])[CH:27]=1. Given the reactants [CH3:1][C@H:2]1[NH:7][C@@H:6]([CH3:8])[CH2:5][N:4]([C:9]2[CH:10]=[CH:11][C:12]([O:16][CH3:17])=[C:13]([CH:15]=2)[NH2:14])[CH2:3]1.CN1CCOCC1.[Br:25][C:26]1[CH:31]=[CH:30][C:29]([S:32](Cl)(=[O:34])=[O:33])=[C:28]([CH3:36])[CH:27]=1, predict the reaction product. (5) Given the reactants [F:1][C:2]1[CH:22]=[CH:21][C:20]([F:23])=[CH:19][C:3]=1[O:4][CH2:5][C:6]1[CH:7]=[N:8][N:9]([CH:13]2[CH2:18][CH2:17][NH:16][CH2:15][CH2:14]2)[C:10]=1[C:11]#[N:12].C(N(CC)CC)C.[C:31](=O)([O:37]C1C=CC([N+]([O-])=O)=CC=1)[O:32][C:33]1([CH3:36])[CH2:35][CH2:34]1, predict the reaction product. The product is: [C:11]([C:10]1[N:9]([CH:13]2[CH2:18][CH2:17][N:16]([C:31]([O:32][C:33]3([CH3:36])[CH2:35][CH2:34]3)=[O:37])[CH2:15][CH2:14]2)[N:8]=[CH:7][C:6]=1[CH2:5][O:4][C:3]1[CH:19]=[C:20]([F:23])[CH:21]=[CH:22][C:2]=1[F:1])#[N:12]. (6) Given the reactants [CH2:1]([O:8][C:9]1[CH:14]=[CH:13][N:12]([C:15]2[CH:16]=[N:17][C:18]([N:21]3[CH2:25][CH2:24][C@@H:23]([OH:26])[CH2:22]3)=[CH:19][CH:20]=2)[C:11](=[O:27])[CH:10]=1)[C:2]1[CH:7]=[CH:6][CH:5]=[CH:4][CH:3]=1.N1C=CN=C1.[Si:33](OS(C(F)(F)F)(=O)=O)([C:36]([CH3:39])([CH3:38])[CH3:37])([CH3:35])[CH3:34], predict the reaction product. The product is: [CH2:1]([O:8][C:9]1[CH:14]=[CH:13][N:12]([C:15]2[CH:16]=[N:17][C:18]([N:21]3[CH2:25][CH2:24][C@@H:23]([O:26][Si:33]([C:36]([CH3:39])([CH3:38])[CH3:37])([CH3:35])[CH3:34])[CH2:22]3)=[CH:19][CH:20]=2)[C:11](=[O:27])[CH:10]=1)[C:2]1[CH:3]=[CH:4][CH:5]=[CH:6][CH:7]=1. (7) Given the reactants CN(C(ON1N=NC2C=CC=NC1=2)=[N+](C)C)C.F[P-](F)(F)(F)(F)F.[Cl:25][C:26]1[C:27]([C:50]2[N:54]3[CH:55]=[CH:56][CH:57]=[CH:58][C:53]3=[N:52][CH:51]=2)=[N:28][C:29]([NH:32][C:33]2[CH:38]=[CH:37][C:36]([N:39]3[CH2:46][CH:45]4[NH:47][CH:41]([CH2:42][O:43][CH2:44]4)[CH2:40]3)=[CH:35][C:34]=2[O:48][CH3:49])=[N:30][CH:31]=1.C(N(C(C)C)C(C)C)C.[C:68](O)(=[O:70])[CH3:69], predict the reaction product. The product is: [Cl:25][C:26]1[C:27]([C:50]2[N:54]3[CH:55]=[CH:56][CH:57]=[CH:58][C:53]3=[N:52][CH:51]=2)=[N:28][C:29]([NH:32][C:33]2[CH:38]=[CH:37][C:36]([N:39]3[CH2:40][CH:41]4[N:47]([C:68](=[O:70])[CH3:69])[CH:45]([CH2:44][O:43][CH2:42]4)[CH2:46]3)=[CH:35][C:34]=2[O:48][CH3:49])=[N:30][CH:31]=1. (8) The product is: [OH:26][CH:2]([CH2:6][CH2:7][CH2:8][CH2:9][CH2:10][CH2:11][CH2:12][CH2:13][CH2:14][CH2:15][CH2:16][CH2:17][CH2:18][CH2:19][CH2:20][CH3:21])[C:3]([OH:5])=[O:4]. Given the reactants Br[CH:2]([CH2:6][CH2:7][CH2:8][CH2:9][CH2:10][CH2:11][CH2:12][CH2:13][CH2:14][CH2:15][CH2:16][CH2:17][CH2:18][CH2:19][CH2:20][CH3:21])[C:3]([OH:5])=[O:4].[OH-].[K+].CC(C)=[O:26], predict the reaction product. (9) Given the reactants Br[C:2]1[CH:9]=[C:8]([CH3:10])[C:7]([O:11][CH2:12][CH3:13])=[CH:6][C:3]=1[CH:4]=[O:5].[CH3:14][C:15]1[CH:16]=[N:17][NH:18][CH:19]=1.C([O-])([O-])=O.[K+].[K+], predict the reaction product. The product is: [CH2:12]([O:11][C:7]1[C:8]([CH3:10])=[CH:9][C:2]([N:17]2[CH:16]=[C:15]([CH3:14])[CH:19]=[N:18]2)=[C:3]([CH:6]=1)[CH:4]=[O:5])[CH3:13].